Regression. Given two drug SMILES strings and cell line genomic features, predict the synergy score measuring deviation from expected non-interaction effect. From a dataset of NCI-60 drug combinations with 297,098 pairs across 59 cell lines. (1) Drug 1: CS(=O)(=O)C1=CC(=C(C=C1)C(=O)NC2=CC(=C(C=C2)Cl)C3=CC=CC=N3)Cl. Drug 2: CC1=C(C=C(C=C1)NC(=O)C2=CC=C(C=C2)CN3CCN(CC3)C)NC4=NC=CC(=N4)C5=CN=CC=C5. Cell line: SNB-19. Synergy scores: CSS=-0.942, Synergy_ZIP=1.24, Synergy_Bliss=1.81, Synergy_Loewe=-1.25, Synergy_HSA=-0.845. (2) Drug 1: CCCCC(=O)OCC(=O)C1(CC(C2=C(C1)C(=C3C(=C2O)C(=O)C4=C(C3=O)C=CC=C4OC)O)OC5CC(C(C(O5)C)O)NC(=O)C(F)(F)F)O. Drug 2: COC1=C2C(=CC3=C1OC=C3)C=CC(=O)O2. Cell line: SF-268. Synergy scores: CSS=53.9, Synergy_ZIP=5.61, Synergy_Bliss=5.56, Synergy_Loewe=-9.97, Synergy_HSA=4.61. (3) Drug 1: C1=CC(=C2C(=C1NCCNCCO)C(=O)C3=C(C=CC(=C3C2=O)O)O)NCCNCCO. Drug 2: CC1C(C(CC(O1)OC2CC(CC3=C2C(=C4C(=C3O)C(=O)C5=C(C4=O)C(=CC=C5)OC)O)(C(=O)C)O)N)O.Cl. Cell line: SR. Synergy scores: CSS=94.0, Synergy_ZIP=7.83, Synergy_Bliss=7.65, Synergy_Loewe=5.78, Synergy_HSA=9.83. (4) Drug 1: CN1C2=C(C=C(C=C2)N(CCCl)CCCl)N=C1CCCC(=O)O.Cl. Drug 2: CN(C(=O)NC(C=O)C(C(C(CO)O)O)O)N=O. Cell line: MDA-MB-435. Synergy scores: CSS=-2.09, Synergy_ZIP=1.23, Synergy_Bliss=-0.617, Synergy_Loewe=-0.0656, Synergy_HSA=-3.10. (5) Drug 2: CN(CCCl)CCCl.Cl. Synergy scores: CSS=25.5, Synergy_ZIP=-2.87, Synergy_Bliss=-5.09, Synergy_Loewe=-16.4, Synergy_HSA=-3.95. Drug 1: CC1=C2C(C(=O)C3(C(CC4C(C3C(C(C2(C)C)(CC1OC(=O)C(C(C5=CC=CC=C5)NC(=O)OC(C)(C)C)O)O)OC(=O)C6=CC=CC=C6)(CO4)OC(=O)C)OC)C)OC. Cell line: HOP-62. (6) Drug 1: C1=CC(=C2C(=C1NCCNCCO)C(=O)C3=C(C=CC(=C3C2=O)O)O)NCCNCCO. Drug 2: COC1=NC(=NC2=C1N=CN2C3C(C(C(O3)CO)O)O)N. Cell line: OVCAR3. Synergy scores: CSS=29.0, Synergy_ZIP=-6.35, Synergy_Bliss=4.29, Synergy_Loewe=-37.2, Synergy_HSA=0.352. (7) Drug 1: CC1OCC2C(O1)C(C(C(O2)OC3C4COC(=O)C4C(C5=CC6=C(C=C35)OCO6)C7=CC(=C(C(=C7)OC)O)OC)O)O. Drug 2: C1C(C(OC1N2C=NC(=NC2=O)N)CO)O. Cell line: SF-539. Synergy scores: CSS=29.5, Synergy_ZIP=-3.17, Synergy_Bliss=0.867, Synergy_Loewe=-5.61, Synergy_HSA=0.934. (8) Drug 1: COC1=C(C=C2C(=C1)N=CN=C2NC3=CC(=C(C=C3)F)Cl)OCCCN4CCOCC4. Drug 2: C1=NC2=C(N=C(N=C2N1C3C(C(C(O3)CO)O)O)F)N. Cell line: SF-295. Synergy scores: CSS=8.31, Synergy_ZIP=-1.20, Synergy_Bliss=3.14, Synergy_Loewe=1.50, Synergy_HSA=3.08. (9) Drug 1: CS(=O)(=O)OCCCCOS(=O)(=O)C. Drug 2: CN(C(=O)NC(C=O)C(C(C(CO)O)O)O)N=O. Cell line: UACC62. Synergy scores: CSS=30.7, Synergy_ZIP=-0.104, Synergy_Bliss=5.46, Synergy_Loewe=5.94, Synergy_HSA=7.85. (10) Cell line: CCRF-CEM. Synergy scores: CSS=74.4, Synergy_ZIP=3.10, Synergy_Bliss=3.92, Synergy_Loewe=-1.63, Synergy_HSA=5.44. Drug 2: CNC(=O)C1=NC=CC(=C1)OC2=CC=C(C=C2)NC(=O)NC3=CC(=C(C=C3)Cl)C(F)(F)F. Drug 1: COC1=CC(=CC(=C1O)OC)C2C3C(COC3=O)C(C4=CC5=C(C=C24)OCO5)OC6C(C(C7C(O6)COC(O7)C8=CC=CS8)O)O.